This data is from Catalyst prediction with 721,799 reactions and 888 catalyst types from USPTO. The task is: Predict which catalyst facilitates the given reaction. (1) Reactant: Cl.[CH3:2][O:3][NH:4][CH3:5].C[Al](C)C.[C:10]([N:17]1[CH2:22][CH2:21][N:20]([CH2:23][C:24]([O:26]CC)=O)[CH2:19][CH2:18]1)([O:12][C:13]([CH3:16])([CH3:15])[CH3:14])=[O:11]. Product: [CH3:2][O:3][N:4]([CH3:5])[C:24](=[O:26])[CH2:23][N:20]1[CH2:19][CH2:18][N:17]([C:10]([O:12][C:13]([CH3:14])([CH3:15])[CH3:16])=[O:11])[CH2:22][CH2:21]1. The catalyst class is: 2. (2) Reactant: Cl[C:2]([C:4]1[CH:13]=[CH:12][C:7]([C:8]([O:10][CH3:11])=[O:9])=[CH:6][CH:5]=1)=[O:3].C(N(CC)CC)C.[CH3:21][O:22][CH2:23][CH2:24][NH2:25]. Product: [CH3:21][O:22][CH2:23][CH2:24][NH:25][C:2]([C:4]1[CH:13]=[CH:12][C:7]([C:8]([O:10][CH3:11])=[O:9])=[CH:6][CH:5]=1)=[O:3]. The catalyst class is: 2. (3) Product: [C:1]1([CH:7]([OH:9])[CH3:8])[CH:6]=[CH:5][CH:4]=[CH:3][CH:2]=1. The catalyst class is: 13. Reactant: [C:1]1([C:7](=[O:9])[CH3:8])[CH:6]=[CH:5][CH:4]=[CH:3][CH:2]=1.O. (4) Reactant: [CH2:1]([O:8][C:9]1[C:10]([CH3:18])=[C:11]([CH:16]=[O:17])[CH:12]=[N:13][C:14]=1[CH3:15])[C:2]1[CH:7]=[CH:6][CH:5]=[CH:4][CH:3]=1.[P:19]([O-:30])([O:25][C:26]([CH3:29])([CH3:28])[CH3:27])[O:20][C:21]([CH3:24])([CH3:23])[CH3:22].C1CCN2C(=NCCC2)CC1.O. Product: [C:26]([O:25][P:19]([CH:16]([C:11]1[CH:12]=[N:13][C:14]([CH3:15])=[C:9]([O:8][CH2:1][C:2]2[CH:3]=[CH:4][CH:5]=[CH:6][CH:7]=2)[C:10]=1[CH3:18])[OH:17])(=[O:30])[O:20][C:21]([CH3:24])([CH3:23])[CH3:22])([CH3:29])([CH3:28])[CH3:27]. The catalyst class is: 4. (5) Reactant: [NH2:1][C@H:2]1[C:11]2[C:6](=[CH:7][CH:8]=[C:9]([F:12])[CH:10]=2)[N:5]([C:13](=[O:15])[CH3:14])[C@@H:4]([CH:16]2[CH2:18][CH2:17]2)[C@@H:3]1[CH3:19].Br[C:21]1[CH:26]=[CH:25][N:24]=[C:23]([O:27][CH3:28])[N:22]=1.CN(C1C(C2C(P(C3CCCCC3)C3CCCCC3)=CC=CC=2)=CC=CC=1)C.CC(C)([O-])C.[Na+]. Product: [CH:16]1([C@H:4]2[C@H:3]([CH3:19])[C@@H:2]([NH:1][C:21]3[CH:26]=[CH:25][N:24]=[C:23]([O:27][CH3:28])[N:22]=3)[C:11]3[C:6](=[CH:7][CH:8]=[C:9]([F:12])[CH:10]=3)[N:5]2[C:13](=[O:15])[CH3:14])[CH2:18][CH2:17]1. The catalyst class is: 102. (6) Reactant: FC(F)(F)C(O)=O.[OH:8][CH2:9][C:10]1[CH:11]=[C:12]([CH2:16][C:17]([NH:20]C(=O)OC(C)(C)C)([CH3:19])[CH3:18])[CH:13]=[CH:14][CH:15]=1.C1(C)C=CC=CC=1. Product: [NH2:20][C:17]([CH3:19])([CH3:18])[CH2:16][C:12]1[CH:11]=[C:10]([CH2:9][OH:8])[CH:15]=[CH:14][CH:13]=1. The catalyst class is: 2. (7) Reactant: [CH3:1][C:2]1[CH:3]=[C:4]([CH:33]=[C:34]([CH3:36])[CH:35]=1)[O:5][C:6]1[CH:11]=[CH:10][C:9]([C:12]2[NH:16][N:15]=[N:14][N:13]=2)=[CH:8][C:7]=1[S:17]([N:20]1[CH2:25][CH2:24][N:23](C(OC(C)(C)C)=O)[CH2:22][CH2:21]1)(=[O:19])=[O:18].[ClH:37]. Product: [ClH:37].[CH3:36][C:34]1[CH:33]=[C:4]([CH:3]=[C:2]([CH3:1])[CH:35]=1)[O:5][C:6]1[CH:11]=[CH:10][C:9]([C:12]2[NH:16][N:15]=[N:14][N:13]=2)=[CH:8][C:7]=1[S:17]([N:20]1[CH2:25][CH2:24][NH:23][CH2:22][CH2:21]1)(=[O:18])=[O:19]. The catalyst class is: 12.